This data is from Reaction yield outcomes from USPTO patents with 853,638 reactions. The task is: Predict the reaction yield, written as a fraction of the theoretical maximum amount of product (1.0 means a 100% yield; for example, 0.34 means a 34% yield). The reactants are [CH2:1]([C:4]1[NH:5][C:6]2[C:11]([CH:12]=1)=[C:10]([C:13]([F:16])([F:15])[F:14])[C:9]([C:17]#[N:18])=[CH:8][CH:7]=2)[CH2:2][CH3:3].C([O-])([O-])=O.[Cs+].[Cs+].Br[CH2:26][C:27]1[N:28]=[CH:29][S:30][CH:31]=1. The catalyst is C(#N)C. The product is [CH2:1]([C:4]1[N:5]([CH2:26][C:27]2[N:28]=[CH:29][S:30][CH:31]=2)[C:6]2[C:11]([CH:12]=1)=[C:10]([C:13]([F:15])([F:16])[F:14])[C:9]([C:17]#[N:18])=[CH:8][CH:7]=2)[CH2:2][CH3:3]. The yield is 0.820.